This data is from Full USPTO retrosynthesis dataset with 1.9M reactions from patents (1976-2016). The task is: Predict the reactants needed to synthesize the given product. (1) Given the product [Br:1][C:2]1[CH:3]=[C:4]2[C:9](=[CH:10][CH:11]=1)[N:8]=[CH:7][C:6]([C:12]([CH:14]1[CH2:16][CH2:15]1)=[O:13])=[C:5]2[NH:30][CH:27]1[CH2:26][CH2:25][CH:24]([N:21]2[CH2:22][CH2:23][C@@H:19]([F:18])[CH2:20]2)[CH2:29][CH2:28]1, predict the reactants needed to synthesize it. The reactants are: [Br:1][C:2]1[CH:3]=[C:4]2[C:9](=[CH:10][CH:11]=1)[N:8]=[CH:7][C:6]([C:12]([CH:14]1[CH2:16][CH2:15]1)=[O:13])=[C:5]2Cl.[F:18][C@@H:19]1[CH2:23][CH2:22][N:21]([CH:24]2[CH2:29][CH2:28][CH:27]([NH2:30])[CH2:26][CH2:25]2)[CH2:20]1. (2) Given the product [F:32][CH:31]([F:33])[O:20][C:17]1[CH:16]=[CH:15][C:14]([CH:2]([OH:1])[CH:3]2[CH2:6][N:5]([C:7]([O:9][C:10]([CH3:13])([CH3:12])[CH3:11])=[O:8])[CH2:4]2)=[CH:19][CH:18]=1, predict the reactants needed to synthesize it. The reactants are: [OH:1][CH:2]([C:14]1[CH:19]=[CH:18][C:17]([OH:20])=[CH:16][CH:15]=1)[CH:3]1[CH2:6][N:5]([C:7]([O:9][C:10]([CH3:13])([CH3:12])[CH3:11])=[O:8])[CH2:4]1.[OH-].[K+].C(OP([C:31](Br)([F:33])[F:32])(=O)OCC)C. (3) Given the product [CH3:1][C:2]1[CH:7]([C:8]([O:10][CH2:11][CH3:12])=[O:9])[C:3]=1[CH3:4].[N+:5](=[CH:7][C:8]([O:10][CH2:3][CH3:4])=[O:9])=[N-:6], predict the reactants needed to synthesize it. The reactants are: [CH3:1][C:2]#[C:3][CH3:4].[N+:5](=[CH:7][C:8]([O:10][CH2:11][CH3:12])=[O:9])=[N-:6]. (4) Given the product [CH3:1][O:2][C:3]1[CH:8]=[CH:7][C:6]([CH2:9][CH2:10][CH:11]=[O:12])=[CH:5][CH:4]=1, predict the reactants needed to synthesize it. The reactants are: [CH3:1][O:2][C:3]1[CH:8]=[CH:7][C:6]([CH2:9][CH2:10][CH2:11][OH:12])=[CH:5][CH:4]=1.[Cr](Cl)([O-])(=O)=O.[NH+]1C=CC=CC=1. (5) The reactants are: [CH3:1][O:2][C:3]1[CH:19]=[C:18]([N+:20]([O-])=O)[CH:17]=[CH:16][C:4]=1[C:5]([NH:7][CH2:8][C:9]1[CH:10]=[N:11][C:12]([CH3:15])=[CH:13][CH:14]=1)=[O:6].C([O-])=O.[NH4+]. Given the product [NH2:20][C:18]1[CH:17]=[CH:16][C:4]([C:5]([NH:7][CH2:8][C:9]2[CH:10]=[N:11][C:12]([CH3:15])=[CH:13][CH:14]=2)=[O:6])=[C:3]([O:2][CH3:1])[CH:19]=1, predict the reactants needed to synthesize it. (6) Given the product [CH2:24]([N:23]([CH2:26][CH3:27])[C:21](=[O:22])[C:18]1[CH:19]=[CH:20][C:15]([C:14]([C:28]2[CH:33]=[CH:32][CH:31]=[CH:30][C:29]=2[NH:34][C:36]2[CH:41]=[CH:40][CH:39]=[CH:38][CH:37]=2)=[C:11]2[CH2:12][CH2:13][NH:8][CH2:9][CH2:10]2)=[CH:16][CH:17]=1)[CH3:25], predict the reactants needed to synthesize it. The reactants are: CC(OC([N:8]1[CH2:13][CH2:12][C:11](=[C:14]([C:28]2[CH:33]=[CH:32][CH:31]=[CH:30][C:29]=2[NH2:34])[C:15]2[CH:20]=[CH:19][C:18]([C:21]([N:23]([CH2:26][CH3:27])[CH2:24][CH3:25])=[O:22])=[CH:17][CH:16]=2)[CH2:10][CH2:9]1)=O)(C)C.Br[C:36]1[CH:41]=[CH:40][CH:39]=[CH:38][CH:37]=1.CC([O-])(C)C.[Na+].C(O)(C(F)(F)F)=O. (7) Given the product [C:1]([C:5]1[CH:13]=[CH:12][C:8]([C:9]([NH:14][C@@H:15]2[CH2:20][CH2:19][CH2:18][N:17]([C:21]3[S:22][C:23]([NH:29][C:30]4[CH:35]=[CH:34][CH:33]=[CH:32][N:31]=4)=[C:24]([C:26]([NH2:28])=[O:27])[N:25]=3)[CH2:16]2)=[O:11])=[CH:7][N:6]=1)([CH3:2])([CH3:3])[CH3:4], predict the reactants needed to synthesize it. The reactants are: [C:1]([C:5]1[CH:13]=[CH:12][C:8]([C:9]([OH:11])=O)=[CH:7][N:6]=1)([CH3:4])([CH3:3])[CH3:2].[NH2:14][C@@H:15]1[CH2:20][CH2:19][CH2:18][N:17]([C:21]2[S:22][C:23]([NH:29][C:30]3[CH:35]=[CH:34][CH:33]=[CH:32][N:31]=3)=[C:24]([C:26]([NH2:28])=[O:27])[N:25]=2)[CH2:16]1.C(N(C(C)C)CC)(C)C.CN(C(ON1N=NC2C1=CC=CC=2)=[N+](C)C)C.F[P-](F)(F)(F)(F)F.